This data is from Full USPTO retrosynthesis dataset with 1.9M reactions from patents (1976-2016). The task is: Predict the reactants needed to synthesize the given product. (1) Given the product [CH2:12]([O:11][C:9](=[O:10])[C:7]1[CH:8]=[C:3]([C:1]#[N:2])[C:4]([N:15]2[CH2:16][CH:17]([C:19]([NH:33][S:30]([CH2:29][C:25]3[CH:26]=[CH:27][CH:28]=[C:23]([Br:22])[CH:24]=3)(=[O:32])=[O:31])=[O:21])[CH2:18]2)=[N:5][C:6]=1[CH3:14])[CH3:13], predict the reactants needed to synthesize it. The reactants are: [C:1]([C:3]1[C:4]([N:15]2[CH2:18][CH:17]([C:19]([OH:21])=O)[CH2:16]2)=[N:5][C:6]([CH3:14])=[C:7]([C:9]([O:11][CH2:12][CH3:13])=[O:10])[CH:8]=1)#[N:2].[Br:22][C:23]1[CH:24]=[C:25]([CH2:29][S:30]([NH2:33])(=[O:32])=[O:31])[CH:26]=[CH:27][CH:28]=1.CN(C(ON1N=NC2C=CC=NC1=2)=[N+](C)C)C.F[P-](F)(F)(F)(F)F. (2) Given the product [C:2]1([CH3:10])[CH:7]=[CH:6][C:5]([N:8]([CH2:12][C:13]([NH:15][CH2:16][CH:17]2[CH2:22][CH2:21][CH2:20][CH2:19][CH2:18]2)=[O:14])[NH2:9])=[CH:4][CH:3]=1, predict the reactants needed to synthesize it. The reactants are: Cl.[C:2]1([CH3:10])[CH:7]=[CH:6][C:5]([NH:8][NH2:9])=[CH:4][CH:3]=1.Cl[CH2:12][C:13]([NH:15][CH2:16][CH:17]1[CH2:22][CH2:21][CH2:20][CH2:19][CH2:18]1)=[O:14].C(N(CC)CC)C. (3) Given the product [OH:2][C:3]1[CH:4]=[C:5]2[C:10](=[CH:11][CH:12]=1)[N:9]=[CH:8][C:7]([C:13]([OH:15])=[O:14])=[CH:6]2, predict the reactants needed to synthesize it. The reactants are: C[O:2][C:3]1[CH:4]=[C:5]2[C:10](=[CH:11][CH:12]=1)[N:9]=[CH:8][C:7]([C:13]([OH:15])=[O:14])=[CH:6]2.Br. (4) The reactants are: [Cl:1][C:2]1[CH:7]=[C:6]([NH2:8])[CH:5]=[CH:4][C:3]=1[C:9]1[CH:14]=[CH:13][C:12]([C:15]2[CH:20]=[CH:19][C:18]([S:21]([CH3:24])(=[O:23])=[O:22])=[CH:17][CH:16]=2)=[CH:11][CH:10]=1.II.[I:27]([O-])(=O)(=O)=O.[Na+]. Given the product [Cl:1][C:2]1[CH:7]=[C:6]([NH2:8])[C:5]([I:27])=[CH:4][C:3]=1[C:9]1[CH:14]=[CH:13][C:12]([C:15]2[CH:20]=[CH:19][C:18]([S:21]([CH3:24])(=[O:23])=[O:22])=[CH:17][CH:16]=2)=[CH:11][CH:10]=1, predict the reactants needed to synthesize it. (5) Given the product [NH2:1][C:2]1[C:3]([C:16]2[NH:18][C:19]3[CH:20]=[C:21]([S:26]([NH2:29])(=[O:27])=[O:28])[CH:22]=[CH:23][C:24]=3[N:25]=2)=[CH:4][C:5]([C:8]2[CH:15]=[CH:14][CH:13]=[C:10]([C:11]#[N:12])[CH:9]=2)=[CH:6][N:7]=1, predict the reactants needed to synthesize it. The reactants are: [NH2:1][C:2]1[N:7]=[CH:6][C:5]([C:8]2[CH:9]=[C:10]([CH:13]=[CH:14][CH:15]=2)[C:11]#[N:12])=[CH:4][C:3]=1[CH:16]=O.[NH2:18][C:19]1[CH:20]=[C:21]([S:26]([NH2:29])(=[O:28])=[O:27])[CH:22]=[CH:23][C:24]=1[NH2:25].OS([O-])=O.[Na+]. (6) The reactants are: [Br:1][C:2]1[CH:7]=[CH:6][C:5]([OH:8])=[CH:4][N:3]=1.[H-].[Na+].I[CH2:12][CH2:13][CH3:14].O. Given the product [Br:1][C:2]1[CH:7]=[CH:6][C:5]([O:8][CH2:12][CH2:13][CH3:14])=[CH:4][N:3]=1, predict the reactants needed to synthesize it. (7) Given the product [O:18]=[C:17]1[C:16]2[C:11](=[CH:12][C:13]([O:30][CH3:31])=[C:14]([O:19][CH:20]3[CH2:21][CH2:22][C:23]4([O:24][CH2:25][CH2:26][O:27]4)[CH2:28][CH2:29]3)[CH:15]=2)[N:10]=[CH:9][NH:8]1, predict the reactants needed to synthesize it. The reactants are: C([N:8]1[C:17](=[O:18])[C:16]2[C:11](=[CH:12][C:13]([O:30][CH3:31])=[C:14]([O:19][CH:20]3[CH2:29][CH2:28][C:23]4([O:27][CH2:26][CH2:25][O:24]4)[CH2:22][CH2:21]3)[CH:15]=2)[N:10]=[CH:9]1)C1C=CC=CC=1.[H][H].